This data is from Full USPTO retrosynthesis dataset with 1.9M reactions from patents (1976-2016). The task is: Predict the reactants needed to synthesize the given product. (1) Given the product [CH3:1][C:2]1([CH3:30])[CH2:11][C:10]2[C:5](=[CH:6][CH:7]=[C:8]([C:12]([OH:14])=[O:13])[CH:9]=2)[NH:4][CH:3]1[C:16]1[CH:21]=[CH:20][CH:19]=[C:18]([C:22](=[O:29])[NH:23][CH:24]2[CH2:28][CH2:27][O:26][CH2:25]2)[CH:17]=1, predict the reactants needed to synthesize it. The reactants are: [CH3:1][C:2]1([CH3:30])[CH2:11][C:10]2[C:5](=[CH:6][CH:7]=[C:8]([C:12]([O:14]C)=[O:13])[CH:9]=2)[NH:4][CH:3]1[C:16]1[CH:21]=[CH:20][CH:19]=[C:18]([C:22](=[O:29])[NH:23][CH:24]2[CH2:28][CH2:27][O:26][CH2:25]2)[CH:17]=1.[OH-].[Na+]. (2) Given the product [Br:8][C:3]1[CH:4]=[CH:5][CH:6]=[CH:7][C:2]=1[NH:13][CH:9]1[CH2:12][CH2:11][CH2:10]1, predict the reactants needed to synthesize it. The reactants are: Br[C:2]1[CH:7]=[CH:6][CH:5]=[CH:4][C:3]=1[Br:8].[CH:9]1([NH2:13])[CH2:12][CH2:11][CH2:10]1.C([O-])([O-])=O.[Cs+].[Cs+].C1(P(C2C=CC=CC=2)C2C3OC4C(=CC=CC=4P(C4C=CC=CC=4)C4C=CC=CC=4)C(C)(C)C=3C=CC=2)C=CC=CC=1. (3) Given the product [Br:27][CH2:28][CH2:29][O:22][C:5]1[C:6]([O:10][CH2:11][CH2:12][CH:13]([C:15]2[CH:20]=[CH:19][C:18]([F:21])=[CH:17][CH:16]=2)[CH3:14])=[C:7]([O:8][CH3:9])[C:2]([Cl:1])=[C:3]([CH3:26])[C:4]=1[C:23](=[O:25])[CH3:24], predict the reactants needed to synthesize it. The reactants are: [Cl:1][C:2]1[C:3]([CH3:26])=[C:4]([C:23](=[O:25])[CH3:24])[C:5]([OH:22])=[C:6]([O:10][CH2:11][CH2:12][CH:13]([C:15]2[CH:20]=[CH:19][C:18]([F:21])=[CH:17][CH:16]=2)[CH3:14])[C:7]=1[O:8][CH3:9].[Br:27][CH2:28][CH2:29]Br. (4) Given the product [CH3:13][C@@H:14]1[CH2:18][CH2:17][CH2:16][N:15]1[CH:19]1[CH2:23][CH2:22][N:21]([C:2]2[CH:3]=[CH:4][C:5]([N+:9]([O-:11])=[O:10])=[C:6]([CH3:8])[CH:7]=2)[CH2:20]1, predict the reactants needed to synthesize it. The reactants are: F[C:2]1[CH:3]=[CH:4][C:5]([N+:9]([O-:11])=[O:10])=[C:6]([CH3:8])[CH:7]=1.Cl.[CH3:13][C@@H:14]1[CH2:18][CH2:17][CH2:16][N:15]1[CH:19]1[CH2:23][CH2:22][NH:21][CH2:20]1.C(=O)([O-])[O-].[K+].[K+].